This data is from Catalyst prediction with 721,799 reactions and 888 catalyst types from USPTO. The task is: Predict which catalyst facilitates the given reaction. (1) Reactant: [N:1]1([NH:7][C:8]([C:10]2[CH:30]=[CH:29][C:13]3[O:14][C:15]4[CH:28]=[CH:27][CH:26]=[CH:25][C:16]=4[C:17]([CH:19]4[CH2:24][CH2:23][CH2:22][CH2:21][CH2:20]4)=[N:18][C:12]=3[CH:11]=2)=[O:9])[CH2:6][CH2:5][CH2:4][CH2:3][CH2:2]1.N1(NC(C2C=CC3OC4C=CC=CC=4C([Cl:49])=NC=3C=2)=O)CCCCC1.ClC1C=CC([Mg]Br)=CC=1.CN1C(=O)CCC1. Product: [N:1]1([NH:7][C:8]([C:10]2[CH:30]=[CH:29][C:13]3[O:14][C:15]4[CH:28]=[CH:27][CH:26]=[CH:25][C:16]=4[C:17]([C:19]4[CH:24]=[CH:23][C:22]([Cl:49])=[CH:21][CH:20]=4)=[N:18][C:12]=3[CH:11]=2)=[O:9])[CH2:6][CH2:5][CH2:4][CH2:3][CH2:2]1. The catalyst class is: 1. (2) Product: [O:11]([C:18]1[CH:19]=[CH:20][C:21]([NH:22][CH:7]=[C:6]2[CH2:5][CH2:4][O:3][C:2]2=[O:1])=[CH:23][CH:24]=1)[C:12]1[CH:17]=[CH:16][CH:15]=[CH:14][CH:13]=1. The catalyst class is: 5. Reactant: [O:1]=[C:2]1[C:6](=[CH:7][O-])[CH2:5][CH2:4][O:3]1.[Na+].Cl.[O:11]([C:18]1[CH:24]=[CH:23][C:21]([NH2:22])=[CH:20][CH:19]=1)[C:12]1[CH:17]=[CH:16][CH:15]=[CH:14][CH:13]=1.O. (3) Reactant: [CH3:1][C:2]1[C:3]([CH2:12][CH2:13][C:14](O)=O)=[N:4][C:5]2[C:10]([N:11]=1)=[CH:9][CH:8]=[CH:7][CH:6]=2.[C:17]1([NH2:24])[C:18]([NH2:23])=[CH:19][CH:20]=[CH:21][CH:22]=1.C([O-])([O-])=O.[Na+].[Na+]. Product: [NH:23]1[C:18]2[CH:19]=[CH:20][CH:21]=[CH:22][C:17]=2[N:24]=[C:14]1[CH2:13][CH2:12][C:3]1[C:2]([CH3:1])=[N:11][C:10]2[C:5](=[CH:6][CH:7]=[CH:8][CH:9]=2)[N:4]=1. The catalyst class is: 89. (4) Reactant: C[N:2]([CH3:19])[CH:3]=[CH:4][C:5]([C:7]1[CH:8]=[C:9]([N:13]([CH2:17][CH3:18])[C:14](=[O:16])[CH3:15])[CH:10]=[CH:11][CH:12]=1)=O.N[C:21]1[C:25]([C:26]#[N:27])=C[NH:23][N:22]=1.Cl. Product: [CH3:18][CH2:17][N:13]([C:14]([CH3:15])=[O:16])[C:9]1[CH:10]=[CH:11][CH:12]=[C:7]([C:5]2[N:23]3[N:22]=[CH:21][C:25]([C:26]#[N:27])=[C:19]3[N:2]=[CH:3][CH:4]=2)[CH:8]=1. The catalyst class is: 72. (5) Reactant: Br.[CH3:2][C:3]1[N:4]=[C:5]([C@H:8]2[CH2:12][CH2:11][CH2:10][N:9]2C(OCC2C=CC=CC=2)=O)[O:6][CH:7]=1.CCOCC. Product: [CH3:2][C:3]1[N:4]=[C:5]([C@H:8]2[CH2:12][CH2:11][CH2:10][NH:9]2)[O:6][CH:7]=1. The catalyst class is: 52. (6) Reactant: CN(C)C=O.[Cl:6][C:7]1[CH:12]=[C:11]([Cl:13])[CH:10]=[CH:9][C:8]=1[C:14]1[NH:18][N:17]=[C:16]([C:19](O)=[O:20])[C:15]=1[CH3:22].S(Cl)([Cl:25])=O. Product: [Cl:6][C:7]1[CH:12]=[C:11]([Cl:13])[CH:10]=[CH:9][C:8]=1[C:14]1[NH:18][N:17]=[C:16]([C:19]([Cl:25])=[O:20])[C:15]=1[CH3:22]. The catalyst class is: 11.